Dataset: Full USPTO retrosynthesis dataset with 1.9M reactions from patents (1976-2016). Task: Predict the reactants needed to synthesize the given product. (1) Given the product [CH2:29]([N:15]1[C:16]([O:18][C:19]2[CH:24]=[CH:23][C:22]([C:25]([F:28])([F:27])[F:26])=[CH:21][CH:20]=2)=[CH:17][C:13]([C:11]2[CH:12]=[C:7]([C:38]3([NH:37][S:35]([C:32]([CH3:34])([CH3:33])[CH3:31])=[O:36])[CH2:41][O:40][CH2:39]3)[CH:8]=[N:9][CH:10]=2)=[N:14]1)[CH3:30], predict the reactants needed to synthesize it. The reactants are: C([Li])CCC.Br[C:7]1[CH:8]=[N:9][CH:10]=[C:11]([C:13]2[CH:17]=[C:16]([O:18][C:19]3[CH:24]=[CH:23][C:22]([C:25]([F:28])([F:27])[F:26])=[CH:21][CH:20]=3)[N:15]([CH2:29][CH3:30])[N:14]=2)[CH:12]=1.[CH3:31][C:32]([S:35]([N:37]=[C:38]1[CH2:41][O:40][CH2:39]1)=[O:36])([CH3:34])[CH3:33]. (2) The reactants are: C([O:8][C:9]1[CH:10]=[C:11]([C:20](=[O:26])[CH:21](OCC)O)[C:12]2[O:17][CH2:16][C:15](=[O:18])[NH:14][C:13]=2[CH:19]=1)C1C=CC=CC=1.[F:27][C:28]1[CH:29]=[C:30]([CH2:35][C:36]([NH2:39])([CH3:38])[CH3:37])[CH:31]=[CH:32][C:33]=1[F:34].[BH4-].[Li+].ClCCl. Given the product [F:27][C:28]1[CH:29]=[C:30]([CH2:35][C:36]([NH:39][CH2:21][CH:20]([C:11]2[C:12]3[O:17][CH2:16][C:15](=[O:18])[NH:14][C:13]=3[CH:19]=[C:9]([OH:8])[CH:10]=2)[OH:26])([CH3:37])[CH3:38])[CH:31]=[CH:32][C:33]=1[F:34], predict the reactants needed to synthesize it. (3) Given the product [F:14][C:9]1[CH:8]=[C:7]([C:5]2[C:4]([C:15]3[CH:20]=[CH:19][N:18]=[CH:17][CH:16]=3)=[CH:3][NH:2][N:23]=2)[CH:12]=[CH:11][C:10]=1[F:13], predict the reactants needed to synthesize it. The reactants are: C[N:2](C)[CH:3]=[C:4]([C:15]1[CH:20]=[CH:19][N:18]=[CH:17][CH:16]=1)[C:5]([C:7]1[CH:12]=[CH:11][C:10]([F:13])=[C:9]([F:14])[CH:8]=1)=O.C[N:23](C)C=C(C1C=CN=CC=1)C(C1C=CC(F)=CC=1)=O. (4) Given the product [OH:2][C:3]1[C:19]([C:20]#[N:21])=[C:7]2[CH:8]=[C:9]([C:11]3[CH:12]=[CH:13][C:14]([OH:17])=[CH:15][CH:16]=3)[O:10][C:6]2=[CH:5][CH:4]=1, predict the reactants needed to synthesize it. The reactants are: C[O:2][C:3]1[C:19]([C:20]#[N:21])=[C:7]2[CH:8]=[C:9]([C:11]3[CH:16]=[CH:15][C:14]([O:17]C)=[CH:13][CH:12]=3)[O:10][C:6]2=[CH:5][CH:4]=1.Cl.N1C=CC=CC=1.Cl. (5) Given the product [F:2][C:3]1[CH:4]=[CH:5][C:6]([C:12]([F:13])([F:14])[F:15])=[C:7]([C@H:9]([NH:11][C:45]([C:41]2[CH:40]=[C:39]3[C:44](=[CH:43][CH:42]=2)[N:36]([CH2:35][C:32]2[CH:31]=[CH:30][C:29]([C:24]4[C:23]([C:21]([OH:22])=[O:20])=[CH:28][CH:27]=[CH:26][CH:25]=4)=[CH:34][CH:33]=2)[C:37]([CH3:49])=[C:38]3[CH3:48])=[O:46])[CH3:10])[CH:8]=1, predict the reactants needed to synthesize it. The reactants are: Cl.[F:2][C:3]1[CH:4]=[CH:5][C:6]([C:12]([F:15])([F:14])[F:13])=[C:7]([C@H:9]([NH2:11])[CH3:10])[CH:8]=1.C([O:20][C:21]([C:23]1[CH:28]=[CH:27][CH:26]=[CH:25][C:24]=1[C:29]1[CH:34]=[CH:33][C:32]([CH2:35][N:36]2[C:44]3[C:39](=[CH:40][C:41]([C:45](O)=[O:46])=[CH:42][CH:43]=3)[C:38]([CH3:48])=[C:37]2[CH3:49])=[CH:31][CH:30]=1)=[O:22])(C)(C)C.